From a dataset of Peptide-MHC class I binding affinity with 185,985 pairs from IEDB/IMGT. Regression. Given a peptide amino acid sequence and an MHC pseudo amino acid sequence, predict their binding affinity value. This is MHC class I binding data. The peptide sequence is DLLENLQAY. The MHC is HLA-B15:09 with pseudo-sequence HLA-B15:09. The binding affinity (normalized) is 0.0847.